Dataset: B-cell epitopes from IEDB database with 3,159 antigens for binding position prediction. Task: Token-level Classification. Given an antigen amino acid sequence, predict which amino acid positions are active epitope sites capable of antibody binding. Output is a list of indices for active positions. (1) Given the antigen sequence: ZMGZGFBZKGAGAAMGVMGPMGPRGPPGPAGAPGPQGFQGNPGEPGEPGVSGPMGPRGPPGPPGKPGDDGEAGKPGKSGERGPPGPQGARGFPGTPGLPGVKGHRGYPGLDGAKGEAGAPGVKGESGSPGZBGSPGPMGPRGLPGERGRTGPAGAAGARGNDGQPGPAGPPGPVGPAGGPGFPGAPGAKGEAGPTGARGPEGAQGPRGEPGTPGSPGPAGAAGNPGTDGIPGAKGSAGAPGIAGAPGFPGPRGPPGPQGATGPLGPKGQTGEPGIAGFKGEQGPKGEPGPAGVQGAPGPAGEEGKRGARGEPGGAGPAGPPGERGAPGSRGFPGQDGIAGPKGPPGERGSPGAVGPKGSPGEAGRPGEAGLPGAKGLTGRPGDAGPQGKVGPSGAPGEDGRPGPPGPQGARGQPGVMGFPGPKGANGEPGKAGEKGLPGAPGLRGLPGKDGETGAAGPPGPAGPAGERGEQGAPGPSGFQGLPGPPGPPGEGGKPGDQGV..., which amino acid positions are active epitope sites? The epitope positions are: [154, 155, 156, 157, 158, 159, 160, 161]. The amino acids at these positions are: AAGARGND. (2) Given the antigen sequence: MSLLTEVETPTRSEWECRCSDSSDPLVIAANIIGILHLTLWITDRLFFKYIYRRFKYGLKRGPSTEGVPESMREEYQQEQQSAVDVDDGHFVNIELE, which amino acid positions are active epitope sites? The epitope positions are: [1, 2, 3, 4, 5, 6, 7, 8, 9, 10, 11, 12, 13, 14, 15, 16, 17, 18, 19, 20... (23 total positions)]. The amino acids at these positions are: SLLTEVETPTRSEWECRCSDSSD. (3) The epitope positions are: [164, 165, 166, 167, 168, 169, 170, 171, 172, 173, 174, 175, 176, 177, 178, 179, 180, 181, 182, 183... (21 total positions)]. The amino acids at these positions are: QYLVGERTVLAGQCYIQFLSQ. Given the antigen sequence: MNTSAPPAVSPNITVLAPGKGPWQVAFIGITTGLLSLATVTGNLLVLISFKVNTELKTVNNYFLLSLACADLIIGTFSMNLYTTYLLMGHWALGTLACDLWLALDYVASNASVMNLLLISFDRYFSVTRPLSYRAKRTPRRAALMIGLAWLVSFVLWAPAILFWQYLVGERTVLAGQCYIQFLSQPIITFGTAMAAFYLPVTVMCTLYWRIYRETENRARELAALQGSETPGKGGGSSSSSERSQPGAEGSPETPPGRCCRCCRAPRLLQAYSWKEEEEEDEGSMESLTSSEGEEPGSEVVIKMPMVDPEAQAPTKQPPRSSPNTVKRPTKKGRDRAGKGQKPRGKEQLAKRKTFSLVKEKKAARTLSAILLAFILTWTPYNIMVLVSTFCKDCVPETLWELGYWLCYVNSTINPMCYALCNKAFRDTFRLLLLCRWDKRRWRKIPKRPGSVHRTPSRQC, which amino acid positions are active epitope sites?